Dataset: Catalyst prediction with 721,799 reactions and 888 catalyst types from USPTO. Task: Predict which catalyst facilitates the given reaction. Reactant: [F:1][CH2:2][CH2:3][NH:4][CH:5]=[C:6]([C:12](=[O:23])[C:13]1[CH:18]=[C:17]([F:19])[C:16]([F:20])=[C:15]([F:21])[C:14]=1F)[C:7]([O:9][CH2:10][CH3:11])=[O:8].[O-]P([O-])([O-])=O.[K+].[K+].[K+]. Product: [F:21][C:15]1[CH:14]=[C:13]2[C:18](=[C:17]([F:19])[C:16]=1[F:20])[N:4]([CH2:3][CH2:2][F:1])[CH:5]=[C:6]([C:7]([O:9][CH2:10][CH3:11])=[O:8])[C:12]2=[O:23]. The catalyst class is: 311.